Predict the reactants needed to synthesize the given product. From a dataset of Full USPTO retrosynthesis dataset with 1.9M reactions from patents (1976-2016). (1) Given the product [C:49]([NH:2][C:12]([CH:13]1[C:26]2[C:27](=[CH:30][CH:32]=[CH:37][CH:38]=2)[CH2:28][NH:29]1)=[O:22])([CH3:51])([CH3:50])[CH3:48].[CH3:10][C@@H:11]([OH:42])[C@@:12]12[O:22][C@@:21]31[C:23]1[C:28]([NH:29][C@H:13]2[C:14]#[C:15][CH:16]=[CH:17][C:18]#[C:19][C@H:20]3[OH:41])=[C:27]2[C:30]([C:32]3[C:37]([C:38](=[O:39])[C:26]2=[C:25]([OH:40])[CH:24]=1)=[CH:36][CH:35]=[CH:34][CH:33]=3)=[O:31], predict the reactants needed to synthesize it. The reactants are: C1C2C(=CC=CC=2)C[NH:2]1.[CH3:10][C@@H:11]([OH:42])[C@@:12]12[O:22][C@@:21]31[C:23]1[C:28]([NH:29][C@H:13]2[C:14]#[C:15][CH:16]=[CH:17][C:18]#[C:19][C@H:20]3[OH:41])=[C:27]2[C:30]([C:32]3[C:37]([C:38](=[O:39])[C:26]2=[C:25]([OH:40])[CH:24]=1)=[CH:36][CH:35]=[CH:34][CH:33]=3)=[O:31].C([O-])(O)=O.[Na+].[CH3:48][C:49](OC(OC(O[C:49]([CH3:51])([CH3:50])[CH3:48])=O)=O)([CH3:51])[CH3:50].[Al]. (2) Given the product [O:35]([C:33]1[CH:32]=[CH:31][C:23]([C:24]([O:26][C:27]([CH3:30])([CH3:28])[CH3:29])=[O:25])=[C:22]([NH:21][C:15](=[O:17])[C:14]2[CH:18]=[CH:19][CH:20]=[C:12]([N:7]3[CH:8]=[CH:9][CH:10]=[CH:11]3)[CH:13]=2)[CH:34]=1)[C:36]1[CH:37]=[CH:38][CH:39]=[CH:40][CH:41]=1, predict the reactants needed to synthesize it. The reactants are: C(Cl)(=O)C(Cl)=O.[N:7]1([C:12]2[CH:13]=[C:14]([CH:18]=[CH:19][CH:20]=2)[C:15]([OH:17])=O)[CH:11]=[CH:10][CH:9]=[CH:8]1.[NH2:21][C:22]1[CH:34]=[C:33]([O:35][C:36]2[CH:41]=[CH:40][CH:39]=[CH:38][CH:37]=2)[CH:32]=[CH:31][C:23]=1[C:24]([O:26][C:27]([CH3:30])([CH3:29])[CH3:28])=[O:25].Cl. (3) Given the product [C:1]1([C:7]2[N:8]=[C:9]([NH:18][C:25](=[O:26])[C:24]3[CH:28]=[CH:29][C:21]([O:20][CH3:19])=[CH:22][CH:23]=3)[S:10][C:11]=2[C:12]2[CH:13]=[CH:14][CH:15]=[CH:16][CH:17]=2)[CH:2]=[CH:3][CH:4]=[CH:5][CH:6]=1, predict the reactants needed to synthesize it. The reactants are: [C:1]1([C:7]2[N:8]=[C:9]([NH2:18])[S:10][C:11]=2[C:12]2[CH:17]=[CH:16][CH:15]=[CH:14][CH:13]=2)[CH:6]=[CH:5][CH:4]=[CH:3][CH:2]=1.[CH3:19][O:20][C:21]1[CH:29]=[CH:28][C:24]([C:25](Cl)=[O:26])=[CH:23][CH:22]=1.C(N(CC)CC)C. (4) Given the product [CH3:51][O:50][C:47]([C:36]1[CH:35]=[C:34]([C:31]2[CH:32]=[CH:33][C:28]([O:27][CH2:26][CH2:25][OH:24])=[CH:29][CH:30]=2)[N:38]([C:39]2[CH:40]=[CH:41][C:42]([O:45][CH3:46])=[CH:43][CH:44]=2)[N:37]=1)([CH3:49])[CH3:48], predict the reactants needed to synthesize it. The reactants are: [F-].C([N+](CCCC)(CCCC)CCCC)CCC.C([Si](C)(C)[O:24][CH2:25][CH2:26][O:27][C:28]1[CH:33]=[CH:32][C:31]([C:34]2[N:38]([C:39]3[CH:44]=[CH:43][C:42]([O:45][CH3:46])=[CH:41][CH:40]=3)[N:37]=[C:36]([C:47]([O:50][CH3:51])([CH3:49])[CH3:48])[CH:35]=2)=[CH:30][CH:29]=1)(C)(C)C. (5) Given the product [C:1]1([C:7](=[CH:11][C:12]2[CH:17]=[CH:16][CH:15]=[CH:14][CH:13]=2)[C:8]([OH:10])=[O:9])[CH:6]=[CH:5][CH:4]=[CH:3][CH:2]=1, predict the reactants needed to synthesize it. The reactants are: [C:1]1([CH2:7][C:8]([OH:10])=[O:9])[CH:6]=[CH:5][CH:4]=[CH:3][CH:2]=1.[CH:11](=O)[C:12]1[CH:17]=[CH:16][CH:15]=[CH:14][CH:13]=1.C(OC(=O)C)(=O)C. (6) The reactants are: [CH2:1]([O:3][C:4](=[O:12])[CH2:5][C:6]1[CH:11]=[CH:10][N:9]=[CH:8][CH:7]=1)[CH3:2].[H][H].[C:23](O[C:23]([O:25][C:26]([CH3:29])(C)C)=[O:24])([O:25][C:26](C)(C)[CH3:29])=[O:24]. Given the product [CH2:1]([O:3][C:4](=[O:12])[CH2:5][CH:6]1[CH2:11][CH2:10][N:9]([C:23]([O:25][CH2:26][C:29]2[CH:8]=[CH:7][CH:6]=[CH:5][CH:4]=2)=[O:24])[CH2:8][CH2:7]1)[CH3:2], predict the reactants needed to synthesize it.